From a dataset of Forward reaction prediction with 1.9M reactions from USPTO patents (1976-2016). Predict the product of the given reaction. (1) The product is: [CH:16]1([C:19]2[N:20]([NH:29][C:8]([C:7]3[C:2]([CH3:1])=[N:3][C:4]([C:11]4[S:12][CH:13]=[CH:14][N:15]=4)=[N:5][CH:6]=3)=[O:10])[C:21]3[C:26]([CH:27]=2)=[CH:25][C:24]([F:28])=[CH:23][CH:22]=3)[CH2:18][CH2:17]1. Given the reactants [CH3:1][C:2]1[C:7]([C:8]([OH:10])=O)=[CH:6][N:5]=[C:4]([C:11]2[S:12][CH:13]=[CH:14][N:15]=2)[N:3]=1.[CH:16]1([C:19]2[N:20]([NH2:29])[C:21]3[C:26]([CH:27]=2)=[CH:25][C:24]([F:28])=[CH:23][CH:22]=3)[CH2:18][CH2:17]1.C[N+]1(C2N=C(OC)N=C(OC)N=2)CCOCC1.[Cl-], predict the reaction product. (2) Given the reactants [NH2:1][C:2]1[NH:6][C:5]2[CH:7]=[CH:8][C:9]([C:11]3[NH:16][C:15]([NH:17][C:18]4[CH:23]=[CH:22][CH:21]=[CH:20][C:19]=4[Cl:24])=[N:14][C:13](=[O:25])[CH:12]=3)=[CH:10][C:4]=2[N:3]=1.[NH:26]1[CH:30]=[C:29]([C:31](O)=[O:32])[N:28]=[CH:27]1, predict the reaction product. The product is: [Cl:24][C:19]1[CH:20]=[CH:21][CH:22]=[CH:23][C:18]=1[NH:17][C:15]1[NH:14][C:13](=[O:25])[CH:12]=[C:11]([C:9]2[CH:8]=[CH:7][C:5]3[NH:6][C:2]([NH:1][C:31]([C:29]4[N:28]=[CH:27][NH:26][CH:30]=4)=[O:32])=[N:3][C:4]=3[CH:10]=2)[N:16]=1.